This data is from Full USPTO retrosynthesis dataset with 1.9M reactions from patents (1976-2016). The task is: Predict the reactants needed to synthesize the given product. (1) Given the product [OH:43][C:40]([CH3:42])([CH3:41])[C:39]#[C:38][C:20]1[C:21]([NH:23][CH2:24][CH:25]2[CH2:26][CH2:27][NH:28][CH2:29][CH2:30]2)=[CH:22][C:17]([NH:16][C:13]2[N:14]=[CH:15][C:10]([C:8]#[N:9])=[N:11][CH:12]=2)=[N:18][CH:19]=1, predict the reactants needed to synthesize it. The reactants are: C(O)(C(F)(F)F)=O.[C:8]([C:10]1[N:11]=[CH:12][C:13]([NH:16][C:17]2[CH:22]=[C:21]([NH:23][CH2:24][CH:25]3[CH2:30][CH2:29][N:28](C(OC(C)(C)C)=O)[CH2:27][CH2:26]3)[C:20]([C:38]#[C:39][C:40]([OH:43])([CH3:42])[CH3:41])=[CH:19][N:18]=2)=[N:14][CH:15]=1)#[N:9]. (2) Given the product [C:2]([C:7]1[S:11][C:10]([CH2:12][N:13]2[N:17]=[C:16]([NH:18][C:25]([C:23]3[N:24]=[C:20]([CH3:19])[O:21][C:22]=3[C:28]3[CH:33]=[CH:32][CH:31]=[C:30]([O:34][C:35]([F:37])([F:36])[F:38])[CH:29]=3)=[O:26])[CH:15]=[N:14]2)=[CH:9][CH:8]=1)(=[O:6])[CH3:1], predict the reactants needed to synthesize it. The reactants are: [CH3:1][C:2]1([C:7]2[S:11][C:10]([CH2:12][N:13]3[N:17]=[C:16]([NH2:18])[CH:15]=[N:14]3)=[CH:9][CH:8]=2)[O:6]CCO1.[CH3:19][C:20]1[O:21][C:22]([C:28]2[CH:33]=[CH:32][CH:31]=[C:30]([O:34][C:35]([F:38])([F:37])[F:36])[CH:29]=2)=[C:23]([C:25](O)=[O:26])[N:24]=1. (3) Given the product [CH:36]1([CH2:35][CH:15]([C:10]2[N:9]=[C:8]([O:7][CH3:6])[C:13]([CH3:14])=[CH:12][CH:11]=2)[C:16]2[CH:17]=[CH:18][C:19]([S:22][CH3:23])=[CH:20][CH:21]=2)[CH2:40][CH2:39][CH2:38][CH2:37]1, predict the reactants needed to synthesize it. The reactants are: C([Li])CCC.[CH3:6][O:7][C:8]1[C:13]([CH3:14])=[CH:12][CH:11]=[C:10]([CH2:15][C:16]2[CH:21]=[CH:20][C:19]([S:22][CH3:23])=[CH:18][CH:17]=2)[N:9]=1.CC1C=CC(S(O[CH2:35][CH:36]2[CH2:40][CH2:39][CH2:38][CH2:37]2)(=O)=O)=CC=1.O.